The task is: Predict the reactants needed to synthesize the given product.. This data is from Full USPTO retrosynthesis dataset with 1.9M reactions from patents (1976-2016). (1) Given the product [C:1]([O:5][C:6]([N:8]1[CH2:11][CH:10]([C:12]2[CH:38]=[CH:37][C:15]3[C:16]4[N:48]([CH2:21][CH2:22][O:23][C:14]=3[CH:13]=2)[CH:47]=[C:46]([C:52]2[N:53]([CH:57]([CH3:59])[CH3:58])[N:54]=[CH:55][N:56]=2)[N:17]=4)[CH2:9]1)=[O:7])([CH3:3])([CH3:2])[CH3:4], predict the reactants needed to synthesize it. The reactants are: [C:1]([O:5][C:6]([N:8]1[CH2:11][CH:10]([C:12]2[CH:38]=[CH:37][C:15]3[C:16]4C([CH2:21][CH2:22][O:23][C:14]=3[CH:13]=2)=CN(C2N(C3C=CC(F)=CC=3F)N=CN=2)[N:17]=4)[CH2:9]1)=[O:7])([CH3:4])([CH3:3])[CH3:2].BrC1C=CC2C3[N:48](CCOC=2C=1)[CH:47]=[C:46]([C:52]1[N:53]([CH:57]([CH3:59])[CH3:58])[N:54]=[CH:55][N:56]=1)N=3. (2) Given the product [CH:1]1([C:4]2[CH:9]=[CH:8][C:7]([NH2:10])=[C:6]([F:13])[CH:5]=2)[CH2:3][CH2:2]1, predict the reactants needed to synthesize it. The reactants are: [CH:1]1([C:4]2[CH:9]=[CH:8][C:7]([N+:10]([O-])=O)=[C:6]([F:13])[CH:5]=2)[CH2:3][CH2:2]1.[Cl-].[NH4+]. (3) Given the product [C:13]([O:17][C:18]([O:20][C:21]1[C:33]([C:34]([F:36])([F:37])[F:35])=[CH:32][CH:31]=[C:30]([CH2:38][O:39][C:40]2[CH:41]=[CH:42][C:43]([C:46]3[CH:51]=[CH:50][C:49]([CH2:52][C:53]([O:55][CH3:56])=[O:54])=[CH:48][C:47]=3[C:57]#[N:58])=[CH:44][CH:45]=2)[C:22]=1[C:23]([O:25][C:26]([CH3:29])([CH3:28])[CH3:27])=[O:24])=[O:19])([CH3:14])([CH3:15])[CH3:16], predict the reactants needed to synthesize it. The reactants are: C(N(CC)CC)C.CS(Cl)(=O)=O.[C:13]([O:17][C:18]([O:20][C:21]1[C:33]([C:34]([F:37])([F:36])[F:35])=[CH:32][CH:31]=[C:30]([CH2:38][O:39][C:40]2[CH:45]=[CH:44][C:43]([C:46]3[CH:51]=[CH:50][C:49]([CH2:52][C:53]([O:55][CH3:56])=[O:54])=[CH:48][C:47]=3[CH:57]=[N:58]O)=[CH:42][CH:41]=2)[C:22]=1[C:23]([O:25][C:26]([CH3:29])([CH3:28])[CH3:27])=[O:24])=[O:19])([CH3:16])([CH3:15])[CH3:14]. (4) Given the product [ClH:25].[ClH:25].[CH3:1][C:2]1[CH:7]=[CH:6][N:5]=[C:4]([N:8]2[CH2:24][CH2:23][CH2:22][C:10]3([CH2:14][NH:13][CH2:12][CH2:11]3)[CH2:9]2)[CH:3]=1, predict the reactants needed to synthesize it. The reactants are: [CH3:1][C:2]1[CH:7]=[CH:6][N:5]=[C:4]([N:8]2[CH2:24][CH2:23][CH2:22][C:10]3([CH2:14][N:13](C(OC(C)(C)C)=O)[CH2:12][CH2:11]3)[CH2:9]2)[CH:3]=1.[ClH:25]. (5) The reactants are: [Br:1][C:2]1[CH:7]=[C:6]([F:8])[CH:5]=[CH:4][C:3]=1[CH:9]=[CH:10][C:11](=[O:13])[CH3:12].C[O:15][C:16]1C=CC=C[C:17]=1C1CC(=O)CC(=O)C1. Given the product [Br:1][C:2]1[CH:7]=[C:6]([F:8])[CH:5]=[CH:4][C:3]=1[CH:9]1[CH2:17][C:16](=[O:15])[CH2:12][C:11](=[O:13])[CH2:10]1, predict the reactants needed to synthesize it. (6) Given the product [F:19][C:16]1[CH:17]=[CH:18][C:13]([CH:12]([C:20]2[CH:25]=[CH:24][C:23]([F:26])=[CH:22][CH:21]=2)[CH2:11][CH2:10][CH2:9][CH2:8][C:7]([NH:6][CH2:5][C:4]#[C:3][CH2:2][NH:1][C:33](=[O:34])[C:32]2[CH:36]=[CH:37][C:29]([Cl:28])=[CH:30][CH:31]=2)=[O:27])=[CH:14][CH:15]=1, predict the reactants needed to synthesize it. The reactants are: [NH2:1][CH2:2][C:3]#[C:4][CH2:5][NH:6][C:7](=[O:27])[CH2:8][CH2:9][CH2:10][CH2:11][CH:12]([C:20]1[CH:25]=[CH:24][C:23]([F:26])=[CH:22][CH:21]=1)[C:13]1[CH:18]=[CH:17][C:16]([F:19])=[CH:15][CH:14]=1.[Cl:28][C:29]1[CH:37]=[CH:36][C:32]([C:33](O)=[O:34])=[CH:31][CH:30]=1.C(Cl)CCl. (7) Given the product [CH3:3][C:2]([C:10]1[CH:11]=[CH:12][C:13]([O:16][CH2:17][CH:19]2[CH2:20][O:21]2)=[CH:14][CH:15]=1)([C:4]1[CH:9]=[CH:8][CH:7]=[CH:6][CH:5]=1)[CH3:1], predict the reactants needed to synthesize it. The reactants are: [CH3:1][C:2]([C:10]1[CH:15]=[CH:14][C:13]([OH:16])=[CH:12][CH:11]=1)([C:4]1[CH:9]=[CH:8][CH:7]=[CH:6][CH:5]=1)[CH3:3].[CH2:17]([CH:19]1[O:21][CH2:20]1)Cl.